The task is: Predict the reaction yield, written as a fraction of the theoretical maximum amount of product (1.0 means a 100% yield; for example, 0.34 means a 34% yield).. This data is from Reaction yield outcomes from USPTO patents with 853,638 reactions. (1) The reactants are [C:1]1(=[O:11])[O:6][C:4](=[O:5])[C:3]2=[CH:7][CH:8]=[CH:9][CH:10]=[C:2]12.[NH2:12][C:13]1[N:18]=[CH:17][C:16](/[CH:19]=[CH:20]/[C:21]([N:23]([CH3:35])[CH2:24][C:25]2[N:26]([CH3:34])[C:27]3[C:32]([CH:33]=2)=[CH:31][CH:30]=[CH:29][CH:28]=3)=[O:22])=[CH:15][CH:14]=1.C(=O)(O)[O-].[Na+]. The catalyst is C1COCC1. The product is [C:4]([C:3]1[CH:7]=[CH:8][CH:9]=[CH:10][C:2]=1[C:1]([NH:12][C:13]1[N:18]=[CH:17][C:16](/[CH:19]=[CH:20]/[C:21]([N:23]([CH3:35])[CH2:24][C:25]2[N:26]([CH3:34])[C:27]3[C:32]([CH:33]=2)=[CH:31][CH:30]=[CH:29][CH:28]=3)=[O:22])=[CH:15][CH:14]=1)=[O:11])([OH:6])=[O:5]. The yield is 0.160. (2) The reactants are [F:1][C:2]1[CH:3]=[C:4](/[CH:8]=[CH:9]/[C:10]2[CH:15]=[CH:14][C:13]([N:16]3[C:20](=[O:21])[CH2:19][CH:18]([C:22]([OH:24])=O)[CH2:17]3)=[CH:12][CH:11]=2)[CH:5]=[CH:6][CH:7]=1.S(Cl)(Cl)=O.[CH3:29][NH2:30].O. The catalyst is ClCCl.C(O)C. The product is [CH3:29][NH:30][C:22]([CH:18]1[CH2:19][C:20](=[O:21])[N:16]([C:13]2[CH:14]=[CH:15][C:10](/[CH:9]=[CH:8]/[C:4]3[CH:5]=[CH:6][CH:7]=[C:2]([F:1])[CH:3]=3)=[CH:11][CH:12]=2)[CH2:17]1)=[O:24]. The yield is 0.660. (3) The reactants are C[O:2][C:3](=[O:32])[C@@H:4]([NH:7][C:8]([C:10]1[O:14][N:13]=[C:12]([C:15]2[CH:20]=[CH:19][C:18]([NH:21][C:22]3[S:23][C:24]4[CH:30]=[C:29]([F:31])[CH:28]=[CH:27][C:25]=4[N:26]=3)=[CH:17][CH:16]=2)[CH:11]=1)=[O:9])[CH2:5][OH:6]. The catalyst is [OH-].[Na+].CO. The product is [F:31][C:29]1[CH:28]=[CH:27][C:25]2[N:26]=[C:22]([NH:21][C:18]3[CH:19]=[CH:20][C:15]([C:12]4[CH:11]=[C:10]([C:8]([NH:7][C@@H:4]([CH2:5][OH:6])[C:3]([OH:32])=[O:2])=[O:9])[O:14][N:13]=4)=[CH:16][CH:17]=3)[S:23][C:24]=2[CH:30]=1. The yield is 0.530. (4) The reactants are [NH2:1][CH2:2][C:3]([CH3:7])([CH3:6])[CH2:4][OH:5].[CH3:8][O:9][C:10]1[CH:19]=[CH:18][C:13]([CH2:14][N:15]=[C:16]=[O:17])=[CH:12][CH:11]=1. No catalyst specified. The product is [OH:5][CH2:4][C:3]([CH3:7])([CH3:6])[CH2:2][NH:1][C:16]([NH:15][CH2:14][C:13]1[CH:18]=[CH:19][C:10]([O:9][CH3:8])=[CH:11][CH:12]=1)=[O:17]. The yield is 1.00. (5) The reactants are [Cl:1][C:2]1[N:7]=[C:6]([Cl:8])[CH:5]=[C:4](Cl)[N:3]=1.C(N(CC)CC)C.[CH3:17][NH:18][CH:19]1[CH2:24][CH2:23][O:22][CH2:21][CH2:20]1. The catalyst is CCO. The product is [Cl:1][C:2]1[N:3]=[C:4]([N:18]([CH3:17])[CH:19]2[CH2:24][CH2:23][O:22][CH2:21][CH2:20]2)[CH:5]=[C:6]([Cl:8])[N:7]=1. The yield is 0.600. (6) The reactants are [CH2:1]([C:5]1[NH:9][CH:8]=[C:7]([C:10]([O:12][CH2:13][CH3:14])=[O:11])[CH:6]=1)[CH2:2][CH2:3][CH3:4].[H-].[Na+].[C:17]1([S:23](Cl)(=[O:25])=[O:24])[CH:22]=[CH:21][CH:20]=[CH:19][CH:18]=1.O. The catalyst is O1CCCC1. The product is [CH2:1]([C:5]1[N:9]([S:23]([C:17]2[CH:22]=[CH:21][CH:20]=[CH:19][CH:18]=2)(=[O:25])=[O:24])[CH:8]=[C:7]([C:10]([O:12][CH2:13][CH3:14])=[O:11])[CH:6]=1)[CH2:2][CH2:3][CH3:4]. The yield is 0.470. (7) The reactants are [CH3:1][C:2]([C:4]1[C:9]([Cl:10])=[C:8]([F:11])[CH:7]=[CH:6][C:5]=1[Cl:12])=[O:3].[H-].[Al+3].[Li+].[H-].[H-].[H-].[OH-].[Na+].[O-]S([O-])(=O)=O.[Mg+2]. The catalyst is C1COCC1.O. The product is [Cl:10][C:9]1[C:8]([F:11])=[CH:7][CH:6]=[C:5]([Cl:12])[C:4]=1[CH:2]([OH:3])[CH3:1]. The yield is 0.950. (8) The reactants are [CH3:1][N:2]([S:20]([C:23]1[S:24][CH:25]=[CH:26][CH:27]=1)(=[O:22])=[O:21])[C:3]1[CH:4]=[CH:5][CH:6]=[C:7]2[C:11]=1[NH:10][C:9]([C:12]1[S:13][CH:14]([C:17](O)=[O:18])[CH2:15][N:16]=1)=[CH:8]2.[NH:28]1[CH2:33][CH2:32][O:31][CH2:30][CH2:29]1.N1(O)C2C=CC=CC=2N=N1.Cl.CN(C)CCCN=C=NCC. The catalyst is O.CN(C)C=O. The product is [CH3:1][N:2]([C:3]1[CH:4]=[CH:5][CH:6]=[C:7]2[C:11]=1[NH:10][C:9]([C:12]1[S:13][CH:14]([C:17]([N:28]3[CH2:33][CH2:32][O:31][CH2:30][CH2:29]3)=[O:18])[CH2:15][N:16]=1)=[CH:8]2)[S:20]([C:23]1[S:24][CH:25]=[CH:26][CH:27]=1)(=[O:21])=[O:22]. The yield is 0.860.